From a dataset of Reaction yield outcomes from USPTO patents with 853,638 reactions. Predict the reaction yield, written as a fraction of the theoretical maximum amount of product (1.0 means a 100% yield; for example, 0.34 means a 34% yield). The reactants are S(=O)(=O)(O)O.[CH2:6]([N:8]1[C:12]2[N:13]=[N:14][CH:15]=[C:16]([C:17]3[CH:22]=[CH:21][C:20]([F:23])=[CH:19][CH:18]=3)[C:11]=2[N:10]=[CH:9]1)[CH3:7].[I:24]N1C(C)(C)C(=O)N(I)C1=O.[OH-].[Na+]. The catalyst is C(Cl)Cl. The product is [CH2:6]([N:8]1[C:12]2[N:13]=[N:14][CH:15]=[C:16]([C:17]3[CH:22]=[CH:21][C:20]([F:23])=[C:19]([I:24])[CH:18]=3)[C:11]=2[N:10]=[CH:9]1)[CH3:7]. The yield is 0.950.